From a dataset of Catalyst prediction with 721,799 reactions and 888 catalyst types from USPTO. Predict which catalyst facilitates the given reaction. (1) Reactant: [H-].[Al+3].[Li+].[H-].[H-].[H-].[CH3:7][C@@H:8]1[CH2:13][CH2:12][C@H:11]([N:14]2[CH:18]=[C:17]([C:19](OCC)=[O:20])[N:16]=[CH:15]2)[CH2:10][CH2:9]1.[OH-].[Na+].S([O-])([O-])(=O)=O.[Na+].[Na+]. Product: [CH3:7][C@@H:8]1[CH2:9][CH2:10][C@H:11]([N:14]2[CH:18]=[C:17]([CH:19]=[O:20])[N:16]=[CH:15]2)[CH2:12][CH2:13]1. The catalyst class is: 30. (2) Reactant: [F:1][C:2]([F:9])([F:8])[CH2:3][CH2:4][C:5](O)=[O:6].CCN=C=NCCCN(C)C.C1C=CC2N(O)N=NC=2C=1.CCN(C(C)C)C(C)C.[NH:40]1[CH2:44][CH2:43][C@@H:42]([C:45]2[O:49][N:48]=[C:47]([C:50]3[S:51][CH:52]=[CH:53][N:54]=3)[N:46]=2)[CH2:41]1. Product: [F:1][C:2]([F:9])([F:8])[CH2:3][CH2:4][C:5]([N:40]1[CH2:44][CH2:43][C@@H:42]([C:45]2[O:49][N:48]=[C:47]([C:50]3[S:51][CH:52]=[CH:53][N:54]=3)[N:46]=2)[CH2:41]1)=[O:6]. The catalyst class is: 3. (3) Reactant: S1[C:5]2[CH:6]=[CH:7][C:8]([O:10][C:11]3[CH:12]=[C:13]([CH:23]=[C:24]([O:26][C@@H:27]([CH3:31])[CH2:28][O:29][CH3:30])[CH:25]=3)[C:14]([NH:16][C:17]3[CH:21]=[CH:20][N:19]([CH3:22])[N:18]=3)=[O:15])=[CH:9][C:4]=2[CH:3]=[CH:2]1.O[O:33][S:34]([O-:36])=O.[K+]. Product: [O:33]=[S:34]1(=[O:36])[C:5]2[CH:6]=[CH:7][C:8]([O:10][C:11]3[CH:12]=[C:13]([CH:23]=[C:24]([O:26][C@@H:27]([CH3:31])[CH2:28][O:29][CH3:30])[CH:25]=3)[C:14]([NH:16][C:17]3[CH:21]=[CH:20][N:19]([CH3:22])[N:18]=3)=[O:15])=[CH:9][C:4]=2[CH:3]=[CH:2]1. The catalyst class is: 24. (4) Reactant: [CH3:1][O:2][C:3]1[C:8]([CH2:9][NH:10][C:11]2[CH:16]=[CH:15][CH:14]=[CH:13][C:12]=2[O:17][C:18]2[CH:23]=[CH:22][CH:21]=[CH:20][CH:19]=2)=[CH:7][CH:6]=[CH:5][N:4]=1.[C:24](Cl)(=[O:26])[CH3:25]. Product: [CH3:1][O:2][C:3]1[C:8]([CH2:9][N:10]([C:11]2[CH:16]=[CH:15][CH:14]=[CH:13][C:12]=2[O:17][C:18]2[CH:23]=[CH:22][CH:21]=[CH:20][CH:19]=2)[C:24](=[O:26])[CH3:25])=[CH:7][CH:6]=[CH:5][N:4]=1. The catalyst class is: 172. (5) Reactant: [F:1][C:2]([F:16])([F:15])[O:3][C:4]1[CH:14]=[CH:13][C:7]([O:8][CH2:9][CH2:10][CH2:11][NH2:12])=[CH:6][CH:5]=1.CCN(C(C)C)C(C)C.[Cl:26][C:27]1[N:32]=[C:31](Cl)[CH:30]=[CH:29][N:28]=1. Product: [Cl:26][C:27]1[N:32]=[C:31]([NH:12][CH2:11][CH2:10][CH2:9][O:8][C:7]2[CH:13]=[CH:14][C:4]([O:3][C:2]([F:15])([F:16])[F:1])=[CH:5][CH:6]=2)[CH:30]=[CH:29][N:28]=1. The catalyst class is: 32. (6) Reactant: [N+:1]([C:4]1[CH:13]=[C:12]2[C:7]([CH2:8][CH2:9][CH2:10][C:11]2=[O:14])=[CH:6][CH:5]=1)([O-])=O.[F:15][C:16]([Si](C)(C)C)([F:18])[F:17].[F-].[Cs+]. Product: [NH2:1][C:4]1[CH:13]=[C:12]2[C:7]([CH2:8][CH2:9][CH2:10][C:11]2([C:16]([F:18])([F:17])[F:15])[OH:14])=[CH:6][CH:5]=1. The catalyst class is: 54.